Dataset: HIV replication inhibition screening data with 41,000+ compounds from the AIDS Antiviral Screen. Task: Binary Classification. Given a drug SMILES string, predict its activity (active/inactive) in a high-throughput screening assay against a specified biological target. (1) The drug is Cc1cc(=O)oc2cc(N)ccc12. The result is 0 (inactive). (2) The molecule is COc1ccccc1NC(=O)C1=C(C)NC(C)=C(C(=O)Nc2ccccc2OC)C1c1ccccc1OC. The result is 0 (inactive). (3) The drug is O=C1C=CC2=[N+]([O-])C(c3ccccc3)(c3ccccc3)C(=Nc3ccccc3)C2=C1. The result is 0 (inactive). (4) The molecule is O=Cc1ccc(C=C2C=Cc3ccccc32)cc1. The result is 0 (inactive). (5) The molecule is O=C(Cn1c2ccc(Br)cc2c2nc3ccccc3nc21)NCc1ccccc1. The result is 0 (inactive). (6) The result is 0 (inactive). The compound is CCOC(=O)C(NC(=O)Nc1ccccc1F)(OC)C(F)(F)F.